Predict the reaction yield, written as a fraction of the theoretical maximum amount of product (1.0 means a 100% yield; for example, 0.34 means a 34% yield). From a dataset of Reaction yield outcomes from USPTO patents with 853,638 reactions. (1) The reactants are [Br:1][C:2]1[CH:7]=[CH:6][C:5]([OH:8])=[CH:4][CH:3]=1.[CH:9]1([CH2:15]C2C=CC=CC=2O)[CH2:14][CH2:13][CH2:12][CH2:11][CH2:10]1.C1(P(C2C=CC=CC=2)C2C=CC=CC=2)C=CC=CC=1.N(C(OCC)=O)=NC(OCC)=O.C1(C)C=CC=CC=1. The catalyst is O1CCCC1. The product is [Br:1][C:2]1[CH:7]=[CH:6][C:5]([O:8][CH2:15][CH:9]2[CH2:14][CH2:13][CH2:12][CH2:11][CH2:10]2)=[CH:4][CH:3]=1. The yield is 0.540. (2) The reactants are C1C(=O)N([Br:8])C(=O)C1.C1(P(C2C=CC=CC=2)C2C=CC=CC=2)C=CC=CC=1.N1C=CC=CC=1.[C:34]([O:38][C:39]([N:41]([C:56]([O:58][C:59]([CH3:62])([CH3:61])[CH3:60])=[O:57])[C@:42]([CH3:55])([C:47]([O:49][CH:50]1[CH2:54][CH2:53][CH2:52][CH2:51]1)=[O:48])[CH2:43][CH2:44][CH2:45]O)=[O:40])([CH3:37])([CH3:36])[CH3:35]. The catalyst is C(Cl)Cl. The product is [Br:8][CH2:45][CH2:44][CH2:43][C@@:42]([CH3:55])([C:47]([O:49][CH:50]1[CH2:54][CH2:53][CH2:52][CH2:51]1)=[O:48])[N:41]([C:56]([O:58][C:59]([CH3:62])([CH3:61])[CH3:60])=[O:57])[C:39]([O:38][C:34]([CH3:37])([CH3:36])[CH3:35])=[O:40]. The yield is 0.300. (3) The reactants are [C:1]([NH:5][C:6]([NH:8][C:9]1[C:10]([CH3:28])=[CH:11][C:12]2[O:16][CH2:15][C@H:14]([C:17]3[CH:22]=[CH:21][C:20]([CH:23]([CH3:25])[CH3:24])=[CH:19][CH:18]=3)[C:13]=2[C:26]=1[CH3:27])=[O:7])([CH3:4])([CH3:3])[CH3:2].[C:29](OCC)(=[O:31])C.CCCCCC. The catalyst is C(Cl)(Cl)Cl. The product is [C:1]([NH:5][C:6]([NH:8][C:9]1[C:10]([CH3:28])=[C:11]([CH:29]=[O:31])[C:12]2[O:16][CH2:15][C@H:14]([C:17]3[CH:18]=[CH:19][C:20]([CH:23]([CH3:24])[CH3:25])=[CH:21][CH:22]=3)[C:13]=2[C:26]=1[CH3:27])=[O:7])([CH3:2])([CH3:3])[CH3:4]. The yield is 0.780. (4) The reactants are [Si]([O:8][C:9]1[CH:10]=[C:11]2[C:16](=[CH:17][CH:18]=1)[CH:15]=[C:14]([C:19]#[C:20][CH2:21][CH2:22][NH:23][C:24](=[O:33])[O:25][CH2:26][C:27]1[CH:32]=[CH:31][CH:30]=[CH:29][CH:28]=1)[CH:13]=[CH:12]2)(C(C)(C)C)(C)C.[F-].C([N+](CCCC)(CCCC)CCCC)CCC. The catalyst is C1COCC1. The product is [OH:8][C:9]1[CH:10]=[C:11]2[C:16](=[CH:17][CH:18]=1)[CH:15]=[C:14]([C:19]#[C:20][CH2:21][CH2:22][NH:23][C:24](=[O:33])[O:25][CH2:26][C:27]1[CH:28]=[CH:29][CH:30]=[CH:31][CH:32]=1)[CH:13]=[CH:12]2. The yield is 0.500. (5) The reactants are Br[CH2:2][C:3]([C:5]1[CH:10]=[CH:9][N:8]=[CH:7][CH:6]=1)=O.[C:11]([CH2:13][C:14]([NH2:16])=[S:15])#[N:12]. No catalyst specified. The product is [N:8]1[CH:9]=[CH:10][C:5]([C:3]2[N:16]=[C:14]([CH2:13][C:11]#[N:12])[S:15][CH:2]=2)=[CH:6][CH:7]=1. The yield is 0.460. (6) The reactants are [N:1]1([C:7]2[CH:12]=[CH:11][C:10]([NH:13][C:14]([C:16]3[N:21]=[C:20]([CH2:22][N:23]([CH3:42])[CH2:24][CH2:25][O:26][CH2:27][CH2:28][O:29][CH2:30][CH2:31][O:32][CH2:33][CH2:34][C:35]([O:37]C(C)(C)C)=[O:36])[CH:19]=[CH:18][CH:17]=3)=[O:15])=[C:9]([C:43](=[O:60])[NH:44][C:45]3[CH:49]=[CH:48][N:47]([C:50]4[CH:55]=[CH:54][CH:53]=[C:52]([C:56]([F:59])([F:58])[F:57])[CH:51]=4)[N:46]=3)[CH:8]=2)[CH2:6][CH2:5][CH2:4][CH2:3][CH2:2]1.FC(F)(F)C(O)=O. The catalyst is ClCCl. The product is [CH3:42][N:23]([CH2:24][CH2:25][O:26][CH2:27][CH2:28][O:29][CH2:30][CH2:31][O:32][CH2:33][CH2:34][C:35]([OH:37])=[O:36])[CH2:22][C:20]1[CH:19]=[CH:18][CH:17]=[C:16]([C:14](=[O:15])[NH:13][C:10]2[CH:11]=[CH:12][C:7]([N:1]3[CH2:2][CH2:3][CH2:4][CH2:5][CH2:6]3)=[CH:8][C:9]=2[C:43](=[O:60])[NH:44][C:45]2[CH:49]=[CH:48][N:47]([C:50]3[CH:55]=[CH:54][CH:53]=[C:52]([C:56]([F:57])([F:58])[F:59])[CH:51]=3)[N:46]=2)[N:21]=1. The yield is 0.130. (7) The reactants are [H-].[H-].[H-].[H-].[Li+].[Al+3].[CH3:7][O:8][C:9]1[CH:10]=[C:11]([CH:15]([C:21]2[CH:26]=[CH:25][CH:24]=[CH:23][CH:22]=2)[CH2:16][C:17](OC)=[O:18])[CH:12]=[CH:13][CH:14]=1.OS(O)(=O)=O. The catalyst is C1COCC1.CCOC(C)=O. The product is [CH3:7][O:8][C:9]1[CH:10]=[C:11]([CH:15]([C:21]2[CH:26]=[CH:25][CH:24]=[CH:23][CH:22]=2)[CH2:16][CH2:17][OH:18])[CH:12]=[CH:13][CH:14]=1. The yield is 0.994. (8) The reactants are [NH:1]1[CH:7]=[CH:6][CH:5]=[CH:4][CH:3]=[CH:2]1.[C:8](OC(=O)C)(=[O:10])[CH3:9]. The catalyst is CCO. The product is [N:1]1([C:8](=[O:10])[CH3:9])[CH2:7][CH2:6][CH2:5][CH2:4][CH2:3][CH2:2]1. The yield is 0.910.